Dataset: NCI-60 drug combinations with 297,098 pairs across 59 cell lines. Task: Regression. Given two drug SMILES strings and cell line genomic features, predict the synergy score measuring deviation from expected non-interaction effect. (1) Drug 1: C1CN(P(=O)(OC1)NCCCl)CCCl. Drug 2: C(CN)CNCCSP(=O)(O)O. Cell line: PC-3. Synergy scores: CSS=-1.73, Synergy_ZIP=2.06, Synergy_Bliss=2.97, Synergy_Loewe=-2.40, Synergy_HSA=-1.24. (2) Synergy scores: CSS=1.54, Synergy_ZIP=-0.417, Synergy_Bliss=2.62, Synergy_Loewe=-1.14, Synergy_HSA=-0.396. Drug 1: CNC(=O)C1=CC=CC=C1SC2=CC3=C(C=C2)C(=NN3)C=CC4=CC=CC=N4. Cell line: HS 578T. Drug 2: CN(C)N=NC1=C(NC=N1)C(=O)N.